This data is from Reaction yield outcomes from USPTO patents with 853,638 reactions. The task is: Predict the reaction yield, written as a fraction of the theoretical maximum amount of product (1.0 means a 100% yield; for example, 0.34 means a 34% yield). (1) The reactants are [CH:1]1([CH2:4][N:5]2[CH2:10][CH2:9][CH:8]([N:11]([CH3:33])[C:12](=[O:32])[CH2:13][NH:14][C:15]3[C:20]([CH3:21])=[CH:19][N:18]=[C:17]([NH:22]CC4C=CC(OC)=CC=4)[N:16]=3)[CH2:7][CH2:6]2)[CH2:3][CH2:2]1.FC(F)(F)C(O)=O. The catalyst is C(Cl)Cl. The product is [NH2:22][C:17]1[N:16]=[C:15]([NH:14][CH2:13][C:12]([N:11]([CH:8]2[CH2:9][CH2:10][N:5]([CH2:4][CH:1]3[CH2:3][CH2:2]3)[CH2:6][CH2:7]2)[CH3:33])=[O:32])[C:20]([CH3:21])=[CH:19][N:18]=1. The yield is 0.680. (2) The catalyst is C(Cl)Cl. The product is [C:15]([NH2:1])(=[O:22])[C:16]1[CH:21]=[CH:20][CH:19]=[CH:18][CH:17]=1. The reactants are [NH2:1]C1C=CN=CC=1.C(N(CC)CC)C.[C:15](Cl)(=[O:22])[C:16]1[CH:21]=[CH:20][CH:19]=[CH:18][CH:17]=1. The yield is 0.750. (3) The reactants are FC(F)(F)S(O[C:7]1[C:8]2[CH2:28][N:27]([C:29](=[O:31])[CH3:30])[CH2:26][CH2:25][C:9]=2[N:10]=[C:11]([NH:13][C:14]2[CH:19]=[CH:18][C:17]([C:20]3[O:24][CH:23]=[N:22][CH:21]=3)=[CH:16][CH:15]=2)[N:12]=1)(=O)=O.[NH2:34][C:35]1[CH:36]=[C:37]([C:41](=[O:43])[CH3:42])[CH:38]=[CH:39][CH:40]=1. The catalyst is CS(C)=O. The product is [C:29]([N:27]1[CH2:26][CH2:25][C:9]2[N:10]=[C:11]([NH:13][C:14]3[CH:15]=[CH:16][C:17]([C:20]4[O:24][CH:23]=[N:22][CH:21]=4)=[CH:18][CH:19]=3)[N:12]=[C:7]([NH:34][C:35]3[CH:36]=[C:37]([C:41](=[O:43])[CH3:42])[CH:38]=[CH:39][CH:40]=3)[C:8]=2[CH2:28]1)(=[O:31])[CH3:30]. The yield is 0.490. (4) The reactants are Cl.[F:2][C:3]([F:32])([F:31])[C:4]([N:6]([CH2:16][C:17]1([CH2:23][C:24]2[CH:29]=[CH:28][CH:27]=[C:26]([OH:30])[CH:25]=2)[CH2:22][CH2:21][NH:20][CH2:19][CH2:18]1)[C@@H:7]1[CH2:9][C@H:8]1[C:10]1[CH:15]=[CH:14][CH:13]=[CH:12][CH:11]=1)=[O:5].[C:33]([O:37][CH3:38])(=[O:36])[CH:34]=[CH2:35].C(N(CC)CC)C. The catalyst is C(#N)C.C(Cl)Cl. The product is [OH:30][C:26]1[CH:25]=[C:24]([CH:29]=[CH:28][CH:27]=1)[CH2:23][C:17]1([CH2:16][N:6]([C@@H:7]2[CH2:9][C@H:8]2[C:10]2[CH:11]=[CH:12][CH:13]=[CH:14][CH:15]=2)[C:4](=[O:5])[C:3]([F:2])([F:31])[F:32])[CH2:22][CH2:21][N:20]([CH2:35][CH2:34][C:33]([O:37][CH3:38])=[O:36])[CH2:19][CH2:18]1. The yield is 0.310.